From a dataset of Peptide-MHC class I binding affinity with 185,985 pairs from IEDB/IMGT. Regression. Given a peptide amino acid sequence and an MHC pseudo amino acid sequence, predict their binding affinity value. This is MHC class I binding data. (1) The peptide sequence is FPRFKFVWV. The MHC is HLA-B07:02 with pseudo-sequence HLA-B07:02. The binding affinity (normalized) is 0.637. (2) The MHC is HLA-A02:01 with pseudo-sequence HLA-A02:01. The peptide sequence is KVAELVHFL. The binding affinity (normalized) is 0.684. (3) The peptide sequence is VIILFQRTF. The MHC is HLA-A24:02 with pseudo-sequence HLA-A24:02. The binding affinity (normalized) is 0.628. (4) The peptide sequence is QARQMVQAM. The MHC is HLA-B15:09 with pseudo-sequence HLA-B15:09. The binding affinity (normalized) is 0.0847. (5) The peptide sequence is FLKENGGL. The MHC is HLA-A30:01 with pseudo-sequence HLA-A30:01. The binding affinity (normalized) is 0.